This data is from Forward reaction prediction with 1.9M reactions from USPTO patents (1976-2016). The task is: Predict the product of the given reaction. (1) Given the reactants [OH:1][C@@H:2]1[CH2:9][N:8]([C:10](=[O:24])[C:11]([CH3:23])([CH3:22])[CH2:12][CH2:13][N:14]2[CH2:19][CH2:18][NH:17][C@@H:16]([CH3:20])[C:15]2=[O:21])[CH2:7][CH2:6][C:3]21[CH2:5][CH2:4]2.[Cl:25][C:26]1[CH:31]=[C:30]([N:32]=[C:33]=[O:34])[CH:29]=[CH:28][C:27]=1[C:35]([F:38])([F:37])[F:36], predict the reaction product. The product is: [Cl:25][C:26]1[CH:31]=[C:30]([NH:32][C:33]([N:17]2[CH2:18][CH2:19][N:14]([CH2:13][CH2:12][C:11]([CH3:23])([CH3:22])[C:10]([N:8]3[CH2:7][CH2:6][C:3]4([CH2:5][CH2:4]4)[C@H:2]([OH:1])[CH2:9]3)=[O:24])[C:15](=[O:21])[C@@H:16]2[CH3:20])=[O:34])[CH:29]=[CH:28][C:27]=1[C:35]([F:38])([F:37])[F:36]. (2) The product is: [C:11]1(=[O:21])[NH:15][C:14](=[O:16])[C:13]2=[CH:17][CH:18]=[CH:19][CH:20]=[C:12]12.[C:4]1([CH2:3][CH2:2][CH2:1][N:24]2[CH2:25][CH2:26][C:27]3([C:34]4[CH:39]=[CH:38][CH:37]=[C:36]([O:40][CH3:41])[CH:35]=4)[C:57]([CH3:58])([CH2:31][CH2:30][CH:29]([NH2:15])[CH2:28]3)[CH2:23]2)[CH:9]=[CH:8][CH:7]=[CH:6][CH:5]=1. Given the reactants [CH:1](=O)[CH2:2][CH2:3][C:4]1[CH:9]=[CH:8][CH:7]=[CH:6][CH:5]=1.[C:11]1(=[O:21])[NH:15][C:14](=[O:16])[C:13]2=[CH:17][CH:18]=[CH:19][CH:20]=[C:12]12.N[CH:23]1C2(C)[C:27]([C:34]3[CH:39]=[CH:38][CH:37]=[C:36]([O:40][CH3:41])[CH:35]=3)([CH2:28][CH2:29][CH2:30][CH2:31]2)[CH2:26][CH2:25][NH:24]1.C(O[BH-](OC(=O)C)OC(=O)C)(=O)C.[Na+].Cl[CH2:57][CH2:58]Cl, predict the reaction product. (3) Given the reactants [O:1]([C:8]1[CH:9]=[C:10]([CH:13]=[CH:14][N:15]=1)C=O)[C:2]1[CH:7]=[CH:6][CH:5]=[CH:4][CH:3]=1.C(O)(=O)CC([CH2:23][C:24]([OH:26])=O)(C(O)=O)O, predict the reaction product. The product is: [O:26]1[CH2:24][CH:23]1[C:5]1[CH:4]=[CH:3][C:2]([O:1][C:8]2[CH:9]=[CH:10][CH:13]=[CH:14][N:15]=2)=[CH:7][CH:6]=1. (4) Given the reactants [F:1][C:2]([F:15])([F:14])[C:3]([N:5]1[CH2:13][C:12]2[C:7](=[CH:8][CH:9]=[CH:10][CH:11]=2)[CH2:6]1)=[O:4].OS(O)(=O)=O.[N+:21]([O-])([OH:23])=[O:22], predict the reaction product. The product is: [F:15][C:2]([F:1])([F:14])[C:3]([N:5]1[CH2:6][C:7]2[C:12](=[CH:11][CH:10]=[C:9]([N+:21]([O-:23])=[O:22])[CH:8]=2)[CH2:13]1)=[O:4]. (5) Given the reactants [CH2:1]([O:5][C:6]([N:8]1[CH2:13][CH2:12][N:11]([C:14](=[O:51])[C@@H:15]([NH:25][C:26]([C:28]2[CH:32]=[C:31]([O:33][CH2:34][C:35]([N:37]3[CH2:41][CH2:40][CH2:39][C@H:38]3[C:42](O)=[O:43])=[O:36])[N:30]([C:45]3[CH:50]=[CH:49][CH:48]=[CH:47][CH:46]=3)[N:29]=2)=[O:27])[CH2:16][CH2:17][C:18]([O:20]C(C)(C)C)=[O:19])[CH2:10][CH2:9]1)=[O:7])[CH2:2][CH2:3][CH3:4].CC[N:54]([CH:58]([CH3:60])[CH3:59])C(C)C.CN(C(ON1N=NC2C=CC=NC1=2)=[N+](C)C)C.F[P-](F)(F)(F)(F)F.C1(N)CC1.C([O-])(O)=O.[Na+], predict the reaction product. The product is: [CH2:1]([O:5][C:6]([N:8]1[CH2:13][CH2:12][N:11]([C:14](=[O:51])[C@@H:15]([NH:25][C:26]([C:28]2[CH:32]=[C:31]([O:33][CH2:34][C:35]([N:37]3[CH2:41][CH2:40][CH2:39][C@H:38]3[C:42](=[O:43])[NH:54][CH:58]3[CH2:60][CH2:59]3)=[O:36])[N:30]([C:45]3[CH:50]=[CH:49][CH:48]=[CH:47][CH:46]=3)[N:29]=2)=[O:27])[CH2:16][CH2:17][C:18]([OH:20])=[O:19])[CH2:10][CH2:9]1)=[O:7])[CH2:2][CH2:3][CH3:4]. (6) Given the reactants [N:1]([CH2:4][C@@H:5]1[CH2:23][NH:22][C:9]2[C:10]3[C:11]4[CH:12]=[CH:13][C:14]([Cl:21])=[N:15][C:16]=4[CH:17]=[CH:18][C:19]=3[S:20][C:8]=2[C:7](=[O:24])[NH:6]1)=[N+]=[N-].C1(P(C2C=CC=CC=2)C2C=CC=CC=2)C=CC=CC=1, predict the reaction product. The product is: [NH2:1][CH2:4][C@@H:5]1[CH2:23][NH:22][C:9]2[C:10]3[C:11]4[CH:12]=[CH:13][C:14]([Cl:21])=[N:15][C:16]=4[CH:17]=[CH:18][C:19]=3[S:20][C:8]=2[C:7](=[O:24])[NH:6]1. (7) Given the reactants CCN=C=NCCCN(C)C.[Cl:12][C:13]1[CH:14]=[C:15]2[C:20](=[CH:21][CH:22]=1)[CH:19]=[C:18]([S:23]([CH2:26][CH2:27][CH2:28][C:29]([OH:31])=O)(=[O:25])=[O:24])[CH:17]=[CH:16]2.C1C=CC2N(O)N=NC=2C=1.[CH3:42][NH:43][CH:44]1[CH2:49][CH2:48][N:47]([C:50]2[CH:55]=[CH:54][N:53]=[CH:52][CH:51]=2)[CH2:46][CH2:45]1, predict the reaction product. The product is: [Cl:12][C:13]1[CH:14]=[C:15]2[C:20](=[CH:21][CH:22]=1)[CH:19]=[C:18]([S:23]([CH2:26][CH2:27][CH2:28][C:29]([N:43]([CH3:42])[CH:44]1[CH2:45][CH2:46][N:47]([C:50]3[CH:51]=[CH:52][N:53]=[CH:54][CH:55]=3)[CH2:48][CH2:49]1)=[O:31])(=[O:24])=[O:25])[CH:17]=[CH:16]2. (8) Given the reactants [CH:1]1([NH:5][S:6](Cl)(=[O:8])=[O:7])[CH2:4][CH2:3][CH2:2]1.[CH2:10]([N:12]1[C:16]([C:17]2[CH:18]=[C:19]([C:23]([NH2:26])([CH3:25])[CH3:24])[CH:20]=[CH:21][CH:22]=2)=[CH:15][C:14]([O:27][C:28]2[CH:33]=[CH:32][C:31]([C:34]([F:37])([F:36])[F:35])=[CH:30][CH:29]=2)=[N:13]1)[CH3:11].C(N(CC)CC)C, predict the reaction product. The product is: [CH:1]1([NH:5][S:6]([NH:26][C:23]([C:19]2[CH:20]=[CH:21][CH:22]=[C:17]([C:16]3[N:12]([CH2:10][CH3:11])[N:13]=[C:14]([O:27][C:28]4[CH:29]=[CH:30][C:31]([C:34]([F:36])([F:37])[F:35])=[CH:32][CH:33]=4)[CH:15]=3)[CH:18]=2)([CH3:25])[CH3:24])(=[O:8])=[O:7])[CH2:4][CH2:3][CH2:2]1. (9) Given the reactants [F:1][C:2]1[CH:10]=[CH:9][C:8]2[C:7](=[CH2:11])[CH2:6][CH2:5][C:4]=2[C:3]=1[C:12]#[N:13].[O:14]1CCCC1.B.OO.[OH-].[Na+], predict the reaction product. The product is: [F:1][C:2]1[CH:10]=[CH:9][C:8]2[CH:7]([CH2:11][OH:14])[CH2:6][CH2:5][C:4]=2[C:3]=1[C:12]#[N:13]. (10) The product is: [CH3:1][O:2][C:3]([C:5]1[S:6][C:7]([C:32]2[C:33]([NH2:36])=[N:34][CH:35]=[C:30]([Br:29])[CH:31]=2)=[CH:8][C:9]=1[O:10][CH:11]([C:13]1[CH:18]=[CH:17][CH:16]=[CH:15][C:14]=1[Cl:19])[CH3:12])=[O:4]. Given the reactants [CH3:1][O:2][C:3]([C:5]1[S:6][C:7](B2OC(C)(C)C(C)(C)O2)=[CH:8][C:9]=1[O:10][CH:11]([C:13]1[CH:18]=[CH:17][CH:16]=[CH:15][C:14]=1[Cl:19])[CH3:12])=[O:4].[Br:29][C:30]1[CH:31]=[C:32](I)[C:33]([NH2:36])=[N:34][CH:35]=1.C([O-])([O-])=O.[K+].[K+], predict the reaction product.